The task is: Binary Classification. Given a T-cell receptor sequence (or CDR3 region) and an epitope sequence, predict whether binding occurs between them.. This data is from TCR-epitope binding with 47,182 pairs between 192 epitopes and 23,139 TCRs. (1) The epitope is TPINLVRDL. The TCR CDR3 sequence is CSVVPRSIGTDTQYF. Result: 1 (the TCR binds to the epitope). (2) The epitope is SGPLKAEIAQRLED. The TCR CDR3 sequence is CASSLEGGGLEELFF. Result: 0 (the TCR does not bind to the epitope).